Dataset: Peptide-MHC class II binding affinity with 134,281 pairs from IEDB. Task: Regression. Given a peptide amino acid sequence and an MHC pseudo amino acid sequence, predict their binding affinity value. This is MHC class II binding data. (1) The peptide sequence is YDKFLANVSTVLMGK. The MHC is DRB1_1602 with pseudo-sequence DRB1_1602. The binding affinity (normalized) is 0.890. (2) The peptide sequence is QDEKDYIDAYVSR. The MHC is DRB4_0101 with pseudo-sequence DRB4_0103. The binding affinity (normalized) is 0.0402. (3) The binding affinity (normalized) is 0.755. The MHC is DRB1_0701 with pseudo-sequence DRB1_0701. The peptide sequence is LLKILVLSILSSPTK. (4) The peptide sequence is SSGKNEGTNIYNNNE. The MHC is DRB3_0202 with pseudo-sequence DRB3_0202. The binding affinity (normalized) is 0.152. (5) The binding affinity (normalized) is 0.274. The peptide sequence is AGLKTNDRKWCFEGP. The MHC is HLA-DQA10201-DQB10402 with pseudo-sequence HLA-DQA10201-DQB10402. (6) The peptide sequence is RRGVRSLSNKIKQKT. The MHC is DRB4_0103 with pseudo-sequence DRB4_0103. The binding affinity (normalized) is 0.695. (7) The peptide sequence is STIFPFRRLFMVADV. The binding affinity (normalized) is 0.216. The MHC is HLA-DPA10201-DPB10101 with pseudo-sequence HLA-DPA10201-DPB10101. (8) The peptide sequence is FKPYGATISATPESA. The MHC is HLA-DPA10201-DPB10101 with pseudo-sequence HLA-DPA10201-DPB10101. The binding affinity (normalized) is 0.324. (9) The peptide sequence is EKKYFAAFQFEPLAA. The MHC is DRB1_0101 with pseudo-sequence DRB1_0101. The binding affinity (normalized) is 0.774.